This data is from Reaction yield outcomes from USPTO patents with 853,638 reactions. The task is: Predict the reaction yield, written as a fraction of the theoretical maximum amount of product (1.0 means a 100% yield; for example, 0.34 means a 34% yield). (1) The reactants are [CH3:1][CH2:2][C@H:3]1[O:18][C:16](=[O:17])[C@H:15]([CH3:19])[C@@H:14]([O:20][C@@H:21]2[O:26][C@@H:25]([CH3:27])[C@H:24]([OH:28])[C@@:23]([O:30][CH3:31])([CH3:29])[CH2:22]2)[C@H:13]([CH3:32])[C@@H:12]([O:33][C@@H:34]2[O:39][C@H:38]([CH3:40])[CH2:37][C@H:36]([N:41](C)[CH3:42])[C@H:35]2[OH:44])[C@@:11]([OH:46])([CH3:45])[CH2:10][C@@H:9]([CH3:47])[CH2:8][N:7]([CH3:48])[C@H:6]([CH3:49])[C@@H:5]([OH:50])[C@@:4]1([OH:52])[CH3:51].C([O-])(=O)C.[Na+].II.[OH-].[Na+].C(Cl)Cl.CO.[NH4+].[OH-].[NH4+].[OH-]. The catalyst is CO.O. The product is [CH3:1][CH2:2][C@H:3]1[O:18][C:16](=[O:17])[C@H:15]([CH3:19])[C@@H:14]([O:20][C@@H:21]2[O:26][C@@H:25]([CH3:27])[C@H:24]([OH:28])[C@@:23]([O:30][CH3:31])([CH3:29])[CH2:22]2)[C@H:13]([CH3:32])[C@@H:12]([O:33][C@@H:34]2[O:39][C@H:38]([CH3:40])[CH2:37][C@H:36]([NH:41][CH3:42])[C@H:35]2[OH:44])[C@@:11]([OH:46])([CH3:45])[CH2:10][C@@H:9]([CH3:47])[CH2:8][N:7]([CH3:48])[C@H:6]([CH3:49])[C@@H:5]([OH:50])[C@@:4]1([OH:52])[CH3:51]. The yield is 0.550. (2) The yield is 0.790. The catalyst is C(Cl)(Cl)Cl. The reactants are [CH2:1]1[O:13][C:12]2[CH:11]=[C:10]3[C:5]([C:6]([NH:14][CH2:15][CH2:16][CH2:17][N:18]([CH3:20])[CH3:19])=[CH:7][CH:8]=[N:9]3)=[CH:4][C:3]=2[O:2]1.C(Cl)(=O)[C:22](Cl)=[O:23].[I:27][C:28]1[CH:36]=[CH:35][C:34]([O:37][CH3:38])=[C:33]([O:39][CH3:40])[C:29]=1C(O)=O. The product is [CH2:1]1[O:13][C:12]2[CH:11]=[C:10]3[C:5]([C:6]([N:14]([CH2:15][CH2:16][CH2:17][N:18]([CH3:19])[CH3:20])[C:22](=[O:23])[C:36]4[CH:35]=[C:34]([O:37][CH3:38])[C:33]([O:39][CH3:40])=[CH:29][C:28]=4[I:27])=[CH:7][CH:8]=[N:9]3)=[CH:4][C:3]=2[O:2]1. (3) The reactants are [N:1]1([CH2:6][CH2:7][O:8][C:9]2[CH:14]=[CH:13][C:12]([NH2:15])=[CH:11][CH:10]=2)[CH2:5][CH2:4][CH2:3][CH2:2]1.[F:16][C:17]1[CH:18]=[C:19]2[C:23](=[CH:24][CH:25]=1)[NH:22][C:21](=[O:26])[C:20]2=[CH:27]O. No catalyst specified. The product is [F:16][C:17]1[CH:18]=[C:19]2[C:23](=[CH:24][CH:25]=1)[NH:22][C:21](=[O:26])[C:20]2=[CH:27][NH:15][C:12]1[CH:11]=[CH:10][C:9]([O:8][CH2:7][CH2:6][N:1]2[CH2:5][CH2:4][CH2:3][CH2:2]2)=[CH:14][CH:13]=1. The yield is 0.690.